From a dataset of Forward reaction prediction with 1.9M reactions from USPTO patents (1976-2016). Predict the product of the given reaction. (1) Given the reactants [C:1]([O:5][C:6]([N:8]1[CH2:15][CH2:14][C@:13]2([CH3:18])[C@H:16]([CH3:17])[C@H:9]1[CH2:10][C:11]1[CH:22]=[CH:21][C:20]([C:23]([NH:25][NH2:26])=[O:24])=[CH:19][C:12]=12)=[O:7])([CH3:4])([CH3:3])[CH3:2].[C:27]([CH3:37])(OCC)(OCC)OCC, predict the reaction product. The product is: [C:1]([O:5][C:6]([N:8]1[CH2:15][CH2:14][C@:13]2([CH3:18])[C@H:16]([CH3:17])[C@H:9]1[CH2:10][C:11]1[CH:22]=[CH:21][C:20]([C:23]3[O:24][C:27]([CH3:37])=[N:26][N:25]=3)=[CH:19][C:12]=12)=[O:7])([CH3:2])([CH3:3])[CH3:4]. (2) Given the reactants [CH2:1]([O:8][C:9](=[O:41])[NH:10][CH:11]([CH3:40])[CH:12]([NH:22][S:23]([C:26]1[CH:31]=[CH:30][C:29]([O:32][CH2:33][C:34]2[CH:39]=[CH:38][CH:37]=[CH:36][CH:35]=2)=[CH:28][CH:27]=1)(=[O:25])=[O:24])[C:13]12[O:20][CH2:19][C:16]([CH3:21])([CH2:17][O:18]1)[CH2:15][O:14]2)[C:2]1[CH:7]=[CH:6][CH:5]=[CH:4][CH:3]=1.C(=O)([O-])[O-].[Cs+].[Cs+].Br[CH2:49][C:50]([O:52][CH3:53])=[O:51], predict the reaction product. The product is: [CH3:53][O:52][C:50](=[O:51])[CH2:49][N:22]([S:23]([C:26]1[CH:27]=[CH:28][C:29]([O:32][CH2:33][C:34]2[CH:39]=[CH:38][CH:37]=[CH:36][CH:35]=2)=[CH:30][CH:31]=1)(=[O:25])=[O:24])[CH:12]([C:13]12[O:20][CH2:19][C:16]([CH3:21])([CH2:17][O:18]1)[CH2:15][O:14]2)[CH:11]([NH:10][C:9]([O:8][CH2:1][C:2]1[CH:7]=[CH:6][CH:5]=[CH:4][CH:3]=1)=[O:41])[CH3:40]. (3) Given the reactants Br[CH2:2][CH2:3][O:4][CH2:5][CH2:6][O:7][CH2:8][CH2:9][O:10][CH2:11][CH2:12][O:13][C:14]1[CH:19]=[CH:18][C:17]([CH2:20][C@@H:21]([CH3:35])[C@@H:22]([CH3:34])[CH2:23][C:24]2[CH:29]=[CH:28][C:27]([O:30][CH3:31])=[C:26]([O:32][CH3:33])[CH:25]=2)=[CH:16][C:15]=1[O:36][CH3:37].C(=O)([O-])[O-].[K+].[K+].[N+:44]([C:47]1[NH:48][CH:49]=[CH:50][N:51]=1)([O-:46])=[O:45], predict the reaction product. The product is: [CH3:33][O:32][C:26]1[CH:25]=[C:24]([CH2:23][C@H:22]([CH3:34])[C@H:21]([CH3:35])[CH2:20][C:17]2[CH:18]=[CH:19][C:14]([O:13][CH2:12][CH2:11][O:10][CH2:9][CH2:8][O:7][CH2:6][CH2:5][O:4][CH2:3][CH2:2][N:48]3[CH:49]=[CH:50][N:51]=[C:47]3[N+:44]([O-:46])=[O:45])=[C:15]([O:36][CH3:37])[CH:16]=2)[CH:29]=[CH:28][C:27]=1[O:30][CH3:31]. (4) Given the reactants [CH2:1]1[CH2:8][C:6](=O)[C:4](=O)[CH2:3][CH2:2]1.Cl.[C:10]1([N:16]([C:18]2[CH:23]=[CH:22][CH:21]=[CH:20][CH:19]=2)N)[CH:15]=[CH:14][CH:13]=[CH:12][CH:11]=1, predict the reaction product. The product is: [C:6]1([N:16]2[C:18]3[C:23](=[CH:22][CH:21]=[C:20]4[C:11]5[CH:12]=[CH:13][CH:14]=[CH:15][C:10]=5[N:16]([C:18]5[CH:23]=[CH:22][CH:21]=[CH:20][CH:19]=5)[C:19]4=3)[C:15]3[C:10]2=[CH:11][CH:12]=[CH:13][CH:14]=3)[CH:4]=[CH:3][CH:2]=[CH:1][CH:8]=1. (5) Given the reactants [CH3:1][NH2:2].[C:3]([O:7][C:8](=[O:31])[CH2:9][CH2:10][S:11][C:12]1[N:13]([C:24]([O:26][C:27]([CH3:30])([CH3:29])[CH3:28])=[O:25])[C:14]2[C:19]([C:20]=1[CH:21]=O)=[CH:18][C:17]([Cl:23])=[CH:16][CH:15]=2)([CH3:6])([CH3:5])[CH3:4].[C:32]([OH:35])(=O)[CH3:33].C(O[BH-](OC(=O)C)OC(=O)C)(=O)C.[Na+], predict the reaction product. The product is: [C:32]([N:2]([CH2:21][C:20]1[C:19]2[C:14](=[CH:15][CH:16]=[C:17]([Cl:23])[CH:18]=2)[N:13]([C:24]([O:26][C:27]([CH3:28])([CH3:30])[CH3:29])=[O:25])[C:12]=1[S:11][CH2:10][CH2:9][C:8]([O:7][C:3]([CH3:4])([CH3:5])[CH3:6])=[O:31])[CH3:1])(=[O:35])[CH3:33]. (6) Given the reactants COC1C=C(C)C=CC=1C[N:6]([CH2:12][CH2:13][C:14]1[CH:19]=[CH:18][C:17]([CH3:20])=[CH:16][N:15]=1)C(=O)C(N)=O.[CH3:26][O:27][C:28]1[CH:40]=[C:39]([CH3:41])[CH:38]=[CH:37][C:29]=1[CH2:30][NH:31][C:32](=[O:36])[C:33]([O-:35])=O, predict the reaction product. The product is: [CH3:26][O:27][C:28]1[CH:40]=[C:39]([CH3:41])[CH:38]=[CH:37][C:29]=1[CH2:30][NH:31][C:32](=[O:36])[C:33]([NH:6][CH2:12][CH2:13][C:14]1[CH:19]=[CH:18][C:17]([CH3:20])=[CH:16][N:15]=1)=[O:35]. (7) Given the reactants [N:1]1[CH:6]=[CH:5][CH:4]=[C:3]([C:7]2([C:11]([NH2:13])=O)[CH2:10][CH2:9][CH2:8]2)[CH:2]=1.COC1C=CC(P2(SP(C3C=CC(OC)=CC=3)(=S)S2)=[S:23])=CC=1, predict the reaction product. The product is: [N:1]1[CH:6]=[CH:5][CH:4]=[C:3]([C:7]2([C:11](=[S:23])[NH2:13])[CH2:10][CH2:9][CH2:8]2)[CH:2]=1. (8) Given the reactants [OH-].[Li+].O.[F:4][C:5]1[CH:10]=[CH:9][C:8]([CH2:11][O:12][C:13]2[CH:29]=[CH:28][C:27]([C:30]([F:33])([F:32])[F:31])=[CH:26][C:14]=2[C:15]([O:17]CC2C=CC(F)=CC=2)=[O:16])=[CH:7][CH:6]=1, predict the reaction product. The product is: [F:4][C:5]1[CH:10]=[CH:9][C:8]([CH2:11][O:12][C:13]2[CH:29]=[CH:28][C:27]([C:30]([F:31])([F:32])[F:33])=[CH:26][C:14]=2[C:15]([OH:17])=[O:16])=[CH:7][CH:6]=1. (9) Given the reactants C[C:2]([O-:5])(C)C.[K+].Cl[CH2:8][C:9]([O:11][CH2:12][CH3:13])=[O:10].[CH:14](OCC)=O.[ClH:19], predict the reaction product. The product is: [Cl:19][C:2]([CH:8]([CH3:14])[C:9]([O:11][CH2:12][CH3:13])=[O:10])=[O:5]. (10) The product is: [F:9][C:7]1([F:10])[O:6][C:5]2[CH:11]=[CH:12][C:2]([NH:1][CH2:15][C:14]#[CH:13])=[CH:3][C:4]=2[O:8]1. Given the reactants [NH2:1][C:2]1[CH:12]=[CH:11][C:5]2[O:6][C:7]([F:10])([F:9])[O:8][C:4]=2[CH:3]=1.[CH2:13](Br)[C:14]#[CH:15], predict the reaction product.